This data is from Catalyst prediction with 721,799 reactions and 888 catalyst types from USPTO. The task is: Predict which catalyst facilitates the given reaction. (1) Reactant: C([O:4][CH2:5][C:6](Cl)=[O:7])(=O)C.Cl.[F:10][C:11]1[CH:16]=[CH:15][C:14]([N:17]2[C:25]3[C:20](=[CH:21][C:22]([O:26][C@H:27]([C:31]4[CH:40]=[CH:39][C:38]5[C:33](=[CH:34][CH:35]=[CH:36][CH:37]=5)[CH:32]=4)[C@@H:28]([NH2:30])[CH3:29])=[CH:23][CH:24]=3)[CH:19]=[N:18]2)=[CH:13][CH:12]=1.C(N(CC)C(C)C)(C)C.N. Product: [F:10][C:11]1[CH:16]=[CH:15][C:14]([N:17]2[C:25]3[C:20](=[CH:21][C:22]([O:26][C@H:27]([C:31]4[CH:40]=[CH:39][C:38]5[C:33](=[CH:34][CH:35]=[CH:36][CH:37]=5)[CH:32]=4)[C@@H:28]([NH:30][C:5](=[O:4])[CH2:6][OH:7])[CH3:29])=[CH:23][CH:24]=3)[CH:19]=[N:18]2)=[CH:13][CH:12]=1. The catalyst class is: 87. (2) Reactant: [F:1][C:2]1[CH:3]=[C:4]([C:10](=O)[CH2:11][C:12]#[N:13])[CH:5]=[CH:6][C:7]=1[O:8][CH3:9].[NH2:15][NH2:16]. Product: [F:1][C:2]1[CH:3]=[C:4]([C:10]2[CH:11]=[C:12]([NH2:13])[NH:16][N:15]=2)[CH:5]=[CH:6][C:7]=1[O:8][CH3:9]. The catalyst class is: 8.